Task: Predict the reactants needed to synthesize the given product.. Dataset: Full USPTO retrosynthesis dataset with 1.9M reactions from patents (1976-2016) (1) Given the product [CH3:1][C:2]1[CH:3]=[CH:4][C:5]([S:8]([O:11][CH2:12][CH2:13][C:14]2[CH:15]=[C:16]3[C:21](=[CH:22][CH:23]=2)[O:20][CH:19]=[CH:18][C:17]3=[O:24])(=[O:10])=[O:9])=[CH:6][CH:7]=1, predict the reactants needed to synthesize it. The reactants are: [CH3:1][C:2]1[CH:7]=[CH:6][C:5]([S:8]([O:11][CH2:12][CH2:13][C:14]2[CH:15]=[C:16]3[C:21](=[CH:22][CH:23]=2)[O:20][CH2:19][CH2:18][C:17]3=[O:24])(=[O:10])=[O:9])=[CH:4][CH:3]=1.OI(C1C=CC=CC=1)OS(C1C=CC(C)=CC=1)(=O)=O.O.C1(C)C=CC(S(O)(=O)=O)=CC=1. (2) Given the product [F:1][C:2]1[CH:7]=[CH:6][C:5]([C:8]2[C:13]([CH3:14])=[CH:12][C:11]([CH2:15][N:34]3[CH2:33][C:32]4([CH2:43][C:29]([N:26]5[CH2:27][CH2:28][C:23]([CH3:44])([C:21]([O:20][CH2:18][CH3:19])=[O:22])[CH2:24][CH2:25]5)=[N:30][O:31]4)[CH2:35]3)=[CH:10][C:9]=2[CH3:17])=[CH:4][CH:3]=1, predict the reactants needed to synthesize it. The reactants are: [F:1][C:2]1[CH:7]=[CH:6][C:5]([C:8]2[C:13]([CH3:14])=[CH:12][C:11]([CH:15]=O)=[CH:10][C:9]=2[CH3:17])=[CH:4][CH:3]=1.[CH2:18]([O:20][C:21]([C:23]1([CH3:44])[CH2:28][CH2:27][N:26]([C:29]2[CH2:43][C:32]3([CH2:35][N:34](C(OC(C)(C)C)=O)[CH2:33]3)[O:31][N:30]=2)[CH2:25][CH2:24]1)=[O:22])[CH3:19]. (3) Given the product [CH2:16]([C:5]1[C:4]2[C:9](=[CH:10][C:11]([O:12][CH3:13])=[C:2]([C:23](=[O:25])[CH3:24])[CH:3]=2)[O:8][C:7]([CH3:15])([CH3:14])[CH:6]=1)[CH3:17], predict the reactants needed to synthesize it. The reactants are: Br[C:2]1[CH:3]=[C:4]2[C:9](=[CH:10][C:11]=1[O:12][CH3:13])[O:8][C:7]([CH3:15])([CH3:14])[CH:6]=[C:5]2[CH2:16][CH3:17].C([Sn](CCCC)(CCCC)[C:23]([O:25]CC)=[CH2:24])CCC. (4) Given the product [ClH:28].[CH2:1]([O:5][C:6]1[CH:7]=[C:8]([CH2:12][CH2:13][NH:14][CH2:15][C:16]([N:18]([CH3:20])[CH3:19])=[O:17])[CH:9]=[CH:10][CH:11]=1)[CH2:2][CH2:3][CH3:4], predict the reactants needed to synthesize it. The reactants are: [CH2:1]([O:5][C:6]1[CH:7]=[C:8]([CH:12](C(OC(C)(C)C)=O)[CH2:13][NH:14][CH2:15][C:16]([N:18]([CH3:20])[CH3:19])=[O:17])[CH:9]=[CH:10][CH:11]=1)[CH2:2][CH2:3][CH3:4].[ClH:28].CCOCC. (5) Given the product [Cl:1][C:2]1[CH:18]=[CH:17][C:5]2[CH2:6][CH2:7][NH:8][CH2:9][CH2:10][C:4]=2[C:3]=1[NH:19][CH2:20][C:21]1[CH:22]=[CH:23][C:24]([CH2:27][N:28]([CH:30]([CH3:32])[CH3:31])[CH3:29])=[CH:25][CH:26]=1, predict the reactants needed to synthesize it. The reactants are: [Cl:1][C:2]1[CH:18]=[CH:17][C:5]2[CH2:6][CH2:7][N:8](C(=O)C(F)(F)F)[CH2:9][CH2:10][C:4]=2[C:3]=1[NH:19][CH2:20][C:21]1[CH:26]=[CH:25][C:24]([CH2:27][N:28]([CH:30]([CH3:32])[CH3:31])[CH3:29])=[CH:23][CH:22]=1. (6) Given the product [CH3:12][CH2:11][CH2:10][CH2:9][O:8][C:7]([CH:6]=[CH2:5])=[O:28], predict the reactants needed to synthesize it. The reactants are: OCCN(CCO)[CH2:5][CH2:6][CH2:7][O:8][C:9]1C=C[C:12](C(C2C=CC=CC=2)=O)=[CH:11][CH:10]=1.N(C1CCC(CC2CCC(N=C=O)CC2)CC1)=C=[O:28]. (7) Given the product [C:16]1([C@:12]23[CH2:13][C@H:14]2[CH2:15][C:28](=[O:29])[CH2:11]3)[C:25]2[C:20](=[CH:21][CH:22]=[CH:23][CH:24]=2)[CH:19]=[CH:18][CH:17]=1, predict the reactants needed to synthesize it. The reactants are: C1(S(C2(SC)[CH2:15][C@H:14]3[C@:12]([C:16]4[C:25]5[C:20](=[CH:21][CH:22]=[CH:23][CH:24]=5)[CH:19]=[CH:18][CH:17]=4)([CH2:13]3)[CH2:11]2)(=O)=O)C=CC=CC=1.[CH3:28][OH:29].Cl.